From a dataset of Merck oncology drug combination screen with 23,052 pairs across 39 cell lines. Regression. Given two drug SMILES strings and cell line genomic features, predict the synergy score measuring deviation from expected non-interaction effect. (1) Drug 1: CN1C(=O)C=CC2(C)C3CCC4(C)C(NC(=O)OCC(F)(F)F)CCC4C3CCC12. Drug 2: CC(=O)OC1C(=O)C2(C)C(O)CC3OCC3(OC(C)=O)C2C(OC(=O)c2ccccc2)C2(O)CC(OC(=O)C(O)C(NC(=O)c3ccccc3)c3ccccc3)C(C)=C1C2(C)C. Cell line: HT144. Synergy scores: synergy=22.4. (2) Drug 1: CC1CC2C3CCC4=CC(=O)C=CC4(C)C3(F)C(O)CC2(C)C1(O)C(=O)CO. Drug 2: Cn1nnc2c(C(N)=O)ncn2c1=O. Cell line: PA1. Synergy scores: synergy=4.78. (3) Drug 1: N.N.O=C(O)C1(C(=O)O)CCC1.[Pt]. Drug 2: CC1(c2nc3c(C(N)=O)cccc3[nH]2)CCCN1. Cell line: A427. Synergy scores: synergy=-9.08.